This data is from Peptide-MHC class II binding affinity with 134,281 pairs from IEDB. The task is: Regression. Given a peptide amino acid sequence and an MHC pseudo amino acid sequence, predict their binding affinity value. This is MHC class II binding data. (1) The peptide sequence is NNLMMIEQYPYVVIM. The MHC is HLA-DQA10401-DQB10402 with pseudo-sequence HLA-DQA10401-DQB10402. The binding affinity (normalized) is 0.270. (2) The peptide sequence is ALVFDLPAALQRAIP. The MHC is HLA-DQA10101-DQB10501 with pseudo-sequence HLA-DQA10101-DQB10501. The binding affinity (normalized) is 0.193. (3) The peptide sequence is DLKPGAAWTVYVGIV. The MHC is DRB1_0701 with pseudo-sequence DRB1_0701. The binding affinity (normalized) is 0.750. (4) The peptide sequence is RSRPRRTTRRMDRRT. The MHC is DRB1_1501 with pseudo-sequence DRB1_1501. The binding affinity (normalized) is 0.490. (5) The peptide sequence is LVGPFNFRFMSKGGM. The MHC is HLA-DPA10103-DPB10401 with pseudo-sequence HLA-DPA10103-DPB10401. The binding affinity (normalized) is 0.180. (6) The peptide sequence is AFKVAATAGNAAPAN. The MHC is DRB1_0802 with pseudo-sequence DRB1_0802. The binding affinity (normalized) is 0.668. (7) The peptide sequence is NSFQIEEFGTGVFTT. The MHC is HLA-DQA10201-DQB10402 with pseudo-sequence HLA-DQA10201-DQB10402. The binding affinity (normalized) is 0.203.